Dataset: Forward reaction prediction with 1.9M reactions from USPTO patents (1976-2016). Task: Predict the product of the given reaction. (1) Given the reactants [F:1][C:2]([F:30])([F:29])[C:3]1[CH:4]=[C:5]([CH:22]=[C:23]([C:25]([F:28])([F:27])[F:26])[CH:24]=1)[CH:6]=[C:7]1[C:13]2[CH:14]=[CH:15][CH:16]=[CH:17][C:12]=2[CH2:11][CH2:10][C:9]2[CH:18]=[CH:19][CH:20]=[CH:21][C:8]1=2.C(OCC)(=O)C.[H][H], predict the reaction product. The product is: [F:1][C:2]([F:29])([F:30])[C:3]1[CH:4]=[C:5]([CH:22]=[C:23]([C:25]([F:28])([F:26])[F:27])[CH:24]=1)[CH2:6][CH:7]1[C:8]2[CH:21]=[CH:20][CH:19]=[CH:18][C:9]=2[CH2:10][CH2:11][C:12]2[CH:17]=[CH:16][CH:15]=[CH:14][C:13]1=2. (2) Given the reactants [CH3:1][O:2][C:3]1[C:24]([O:25][CH3:26])=[CH:23][C:6]2[S:7][C:8]([C:10]([NH:12][C:13]3[CH:22]=[CH:21][CH:20]=[CH:19][C:14]=3[C:15]([O:17]C)=[O:16])=[O:11])=[CH:9][C:5]=2[CH:4]=1.[OH-].[Na+], predict the reaction product. The product is: [CH3:1][O:2][C:3]1[C:24]([O:25][CH3:26])=[CH:23][C:6]2[S:7][C:8]([C:10]([NH:12][C:13]3[CH:22]=[CH:21][CH:20]=[CH:19][C:14]=3[C:15]([OH:17])=[O:16])=[O:11])=[CH:9][C:5]=2[CH:4]=1. (3) Given the reactants [N:1]1[CH:6]=[CH:5][CH:4]=[C:3]([CH:7]([NH2:9])[CH3:8])[CH:2]=1.[CH3:10][O:11][C:12]1[C:17]([C:18]2[CH:23]=[CH:22][C:21]([O:24][CH3:25])=[CH:20][CH:19]=2)=[CH:16][C:15]([CH:26]=O)=[CH:14][CH:13]=1.C(O[BH-](OC(=O)C)OC(=O)C)(=O)C.[Na+], predict the reaction product. The product is: [CH3:10][O:11][C:12]1[C:17]([C:18]2[CH:23]=[CH:22][C:21]([O:24][CH3:25])=[CH:20][CH:19]=2)=[CH:16][C:15]([CH2:26][NH:9][CH:7]([C:3]2[CH:2]=[N:1][CH:6]=[CH:5][CH:4]=2)[CH3:8])=[CH:14][CH:13]=1. (4) Given the reactants Br[C:2]1[S:3][C:4]2[C:10]([C:11]3[CH:16]=[CH:15][C:14]([Cl:17])=[CH:13][CH:12]=3)=[C:9]([C@H:18]([O:23][C:24]([CH3:27])([CH3:26])[CH3:25])[C:19]([O:21][CH3:22])=[O:20])[C:8]([CH3:28])=[CH:7][C:5]=2[N:6]=1.[Cl-].[Li+].[Cl:31][C:32]1[N:37]=[C:36]([Sn](CCCC)(CCCC)CCCC)[CH:35]=[CH:34][N:33]=1, predict the reaction product. The product is: [C:24]([O:23][C@@H:18]([C:9]1[C:8]([CH3:28])=[CH:7][C:5]2[N:6]=[C:2]([C:34]3[CH:35]=[CH:36][N:37]=[C:32]([Cl:31])[N:33]=3)[S:3][C:4]=2[C:10]=1[C:11]1[CH:16]=[CH:15][C:14]([Cl:17])=[CH:13][CH:12]=1)[C:19]([O:21][CH3:22])=[O:20])([CH3:27])([CH3:26])[CH3:25]. (5) Given the reactants [CH3:1][S:2]([O:5][CH3:6])(=[O:4])=[O:3].[Li]CCCC.[CH3:12][C:13]1[CH:20]=[C:19]([O:21][CH:22]2[CH2:27][CH2:26][CH2:25][CH2:24][O:23]2)[CH:18]=[C:17]([B:28]2[O:32]C(C)(C)[C:30](C)(C)[O:29]2)[C:14]=1C=O, predict the reaction product. The product is: [OH:32][B:28]1[C:17]2[CH:18]=[C:19]([O:21][CH:22]3[CH2:27][CH2:26][CH2:25][CH2:24][O:23]3)[CH:20]=[C:13]([CH3:12])[C:14]=2[CH:30]([CH2:1][S:2]([O:5][CH3:6])(=[O:4])=[O:3])[O:29]1. (6) Given the reactants [F:1][C:2]1[CH:7]=[CH:6][C:5]([C:8]2[C:39]3[C:34](=[CH:35][CH:36]=[CH:37][CH:38]=3)[O:33][C:10]3([CH2:15][CH2:14][N:13]([C:16]4[S:17][C:18]([N:21]5[CH:25]=[CH:24][N:23]([CH2:26][C:27]([O:29]CC)=[O:28])[C:22]5=[O:32])=[CH:19][N:20]=4)[CH2:12][CH2:11]3)[CH:9]=2)=[CH:4][CH:3]=1.BrC1SC(N2CCC3(C=C(C4C=CC(F)=CC=4)C4C(=CC=CC=4)O3)CC2)=NC=1.O=C1NC=CN1CC(OCC)=O.[O-]P([O-])([O-])=O.[K+].[K+].[K+].N#N.CNCCNC.[Al], predict the reaction product. The product is: [F:1][C:2]1[CH:7]=[CH:6][C:5]([C:8]2[C:39]3[C:34](=[CH:35][CH:36]=[CH:37][CH:38]=3)[O:33][C:10]3([CH2:15][CH2:14][N:13]([C:16]4[S:17][C:18]([N:21]5[CH:25]=[CH:24][N:23]([CH2:26][C:27]([OH:29])=[O:28])[C:22]5=[O:32])=[CH:19][N:20]=4)[CH2:12][CH2:11]3)[CH:9]=2)=[CH:4][CH:3]=1.